From a dataset of Forward reaction prediction with 1.9M reactions from USPTO patents (1976-2016). Predict the product of the given reaction. (1) Given the reactants CCN(C1C=CC(/[C:21](/[C:43]2[CH:48]=[CH:47][C:46](NC3C=CC(OCC)=CC=3)=[CH:45][CH:44]=2)=[C:22]2\[CH:23]=[CH:24][C:25]([CH:40]=C\2C)=[N+](CC2C=CC=C(S([O-])(=O)=O)C=2)CC)=C(C)C=1)CC1C=CC=C(S([O-])(=O)=O)C=1.[Na+:60].C[OH:62].CCN(C1C=CC(C(C2C=CC(NC3C=CC(OCC)=CC=3)=CC=2)=C2C=CC(=[N+](CC3C=CC=C([S:98]([O-:101])(=[O:100])=[O:99])C=3)CC)C=C2)=CC=1)CC1C=CC=C([S:98]([OH:101])(=[O:100])=[O:99])C=1.[Na+], predict the reaction product. The product is: [CH3:44][CH2:45][CH2:46][CH2:47][CH2:48][CH2:43][CH2:21][CH2:22][CH2:23][CH2:24][CH2:25][CH2:40][O:99][S:98]([O-:101])(=[O:62])=[O:100].[Na+:60]. (2) Given the reactants [CH3:1][C:2]([C:5]1[O:9][N:8]=[C:7]([CH2:10][CH:11]([C:14]#[N:15])[C:12]#[N:13])[CH:6]=1)([OH:4])[CH3:3].I[CH2:17][CH2:18][CH:19]=[CH2:20].C(=O)([O-])[O-].[K+].[K+].O, predict the reaction product. The product is: [CH2:20]([C:11]([CH2:10][C:7]1[CH:6]=[C:5]([C:2]([CH3:1])([OH:4])[CH3:3])[O:9][N:8]=1)([C:12]#[N:13])[C:14]#[N:15])[CH2:19][CH:18]=[CH2:17]. (3) Given the reactants [C:1]([O:5][C:6](=[O:28])[CH:7]=[C:8]1[C:12]2=[CH:13][C:14]3[CH:15]=[C:16]([O:20][CH2:21][C:22]4[CH:27]=[CH:26][CH:25]=[CH:24][CH:23]=4)[CH:17]=[CH:18][C:19]=3[N:11]2[CH2:10][CH2:9]1)([CH3:4])([CH3:3])[CH3:2].[H][H], predict the reaction product. The product is: [CH2:21]([O:20][C:16]1[CH:17]=[CH:18][C:19]2[N:11]3[CH2:10][CH2:9][CH:8]([CH2:7][C:6]([O:5][C:1]([CH3:4])([CH3:3])[CH3:2])=[O:28])[C:12]3=[CH:13][C:14]=2[CH:15]=1)[C:22]1[CH:23]=[CH:24][CH:25]=[CH:26][CH:27]=1. (4) Given the reactants [C:1]([O:5][C:6]([N:8]1[CH2:13][CH2:12][N:11]([C:14]([O:16][C:17]([CH3:20])([CH3:19])[CH3:18])=[O:15])[CH2:10][C@@H:9]1[C:21](O)=[O:22])=[O:7])([CH3:4])([CH3:3])[CH3:2].[CH3:24][C@H:25]1[CH2:30][O:29][CH2:28][CH2:27][NH:26]1.CN(C(ON1N=NC2C=CC=NC1=2)=[N+](C)C)C.F[P-](F)(F)(F)(F)F.CCN(C(C)C)C(C)C, predict the reaction product. The product is: [CH3:24][C@H:25]1[CH2:30][O:29][CH2:28][CH2:27][N:26]1[C:21]([C@H:9]1[CH2:10][N:11]([C:14]([O:16][C:17]([CH3:20])([CH3:18])[CH3:19])=[O:15])[CH2:12][CH2:13][N:8]1[C:6]([O:5][C:1]([CH3:4])([CH3:3])[CH3:2])=[O:7])=[O:22]. (5) Given the reactants [Br:1][C:2]1[CH:3]=[N:4][C:5]2[N:6]([N:8]=[C:9]([C:11]([OH:13])=O)[CH:10]=2)[CH:7]=1.[S:14]1[CH:18]=[CH:17][C:16]([C:19]2[N:23]3[CH2:24][CH2:25][NH:26][CH2:27][C:22]3=[CH:21][CH:20]=2)=[CH:15]1, predict the reaction product. The product is: [Br:1][C:2]1[CH:3]=[N:4][C:5]2[N:6]([N:8]=[C:9]([C:11]([N:26]3[CH2:25][CH2:24][N:23]4[C:19]([C:16]5[CH:17]=[CH:18][S:14][CH:15]=5)=[CH:20][CH:21]=[C:22]4[CH2:27]3)=[O:13])[CH:10]=2)[CH:7]=1. (6) Given the reactants [CH3:1][C:2]([CH2:10][CH2:11][CH2:12][CH:13]([CH3:25])[CH2:14][CH2:15][CH2:16][CH:17]([CH3:24])[CH2:18][CH2:19][CH2:20][CH:21]([CH3:23])[CH3:22])=[CH:3][CH2:4][CH2:5][C:6]([O:8][CH3:9])=[O:7].[CH2:26]([OH:35])[C@@H:27]([C@H:29]([C@@H:31](CO)[OH:32])[OH:30])[OH:28].C(=O)([O-])[O-].[K+].[K+], predict the reaction product. The product is: [CH3:1][C:2]([CH2:10][CH2:11][CH2:12][CH:13]([CH3:25])[CH2:14][CH2:15][CH2:16][CH:17]([CH3:24])[CH2:18][CH2:19][CH2:20][CH:21]([CH3:23])[CH3:22])=[CH:3][CH2:4][CH2:5][C:6]([O:8][CH2:9][C@@H:26]([C@H:27]([C@@H:29]([CH2:31][OH:32])[OH:30])[OH:28])[OH:35])=[O:7]. (7) Given the reactants [S:1]1[C:5]([C:6]2[C:15]([N:16]3[CH2:21][CH2:20][CH2:19][CH2:18][CH2:17]3)=[N:14][C:13]3[C:8](=[CH:9][CH:10]=[C:11]([C:22]([O:24]C)=[O:23])[CH:12]=3)[N:7]=2)=[CH:4][C:3]2[CH:26]=[CH:27][CH:28]=[CH:29][C:2]1=2.[OH-].[Na+].O, predict the reaction product. The product is: [S:1]1[C:5]([C:6]2[C:15]([N:16]3[CH2:21][CH2:20][CH2:19][CH2:18][CH2:17]3)=[N:14][C:13]3[C:8](=[CH:9][CH:10]=[C:11]([C:22]([OH:24])=[O:23])[CH:12]=3)[N:7]=2)=[CH:4][C:3]2[CH:26]=[CH:27][CH:28]=[CH:29][C:2]1=2.